Dataset: Forward reaction prediction with 1.9M reactions from USPTO patents (1976-2016). Task: Predict the product of the given reaction. (1) Given the reactants [Si]([N:5]=[N+:6]=[N-:7])(C)(C)C.[Cl:8][C:9]1[CH:10]=[CH:11][C:12]([O:27][CH2:28][C:29]2[CH:34]=[CH:33][C:32]([Cl:35])=[CH:31][C:30]=2[F:36])=[C:13]([CH:26]=1)[CH2:14][N:15]1[C:19]2[N:20]=[CH:21][CH:22]=[C:23]([C:24]#[N:25])[C:18]=2[CH2:17][CH2:16]1, predict the reaction product. The product is: [Cl:8][C:9]1[CH:10]=[CH:11][C:12]([O:27][CH2:28][C:29]2[CH:34]=[CH:33][C:32]([Cl:35])=[CH:31][C:30]=2[F:36])=[C:13]([CH:26]=1)[CH2:14][N:15]1[C:19]2=[N:20][CH:21]=[CH:22][C:23]([C:24]3[NH:25][N:7]=[N:6][N:5]=3)=[C:18]2[CH2:17][CH2:16]1. (2) Given the reactants [Cl:1][C:2]1[CH:21]=[CH:20][C:5]([NH:6][C:7]2[C:16]3[C:11](=[CH:12][C:13]([OH:19])=[C:14]([O:17][CH3:18])[CH:15]=3)[N:10]=[CH:9][N:8]=2)=[C:4]([F:22])[CH:3]=1.[C:23]([NH:26][C:27]1[S:28][CH:29]=[C:30]([CH2:32]Cl)[N:31]=1)(=[O:25])[CH3:24].C(=O)([O-])[O-].[K+].[K+], predict the reaction product. The product is: [ClH:1].[C:23]([NH:26][C:27]1[S:28][CH:29]=[C:30]([CH2:32][O:19][C:13]2[CH:12]=[C:11]3[C:16]([C:7]([NH:6][C:5]4[CH:20]=[CH:21][C:2]([Cl:1])=[CH:3][C:4]=4[F:22])=[N:8][CH:9]=[N:10]3)=[CH:15][C:14]=2[O:17][CH3:18])[N:31]=1)(=[O:25])[CH3:24]. (3) Given the reactants F[C:2]1[CH:9]=[C:8]([O:10][CH3:11])[CH:7]=[CH:6][C:3]=1[C:4]#[N:5].[CH3:12][NH2:13], predict the reaction product. The product is: [CH3:11][O:10][C:8]1[CH:7]=[CH:6][C:3]([C:4]#[N:5])=[C:2]([NH:13][CH3:12])[CH:9]=1. (4) Given the reactants [C:1]([O:5][C:6]([N:8]([CH2:17]C)[C:9]1([C:13]([O:15]C)=[O:14])[CH2:12][CH2:11][CH2:10]1)=[O:7])([CH3:4])([CH3:3])[CH3:2].[Li+].[OH-], predict the reaction product. The product is: [C:1]([O:5][C:6]([N:8]([CH3:17])[C:9]1([C:13]([OH:15])=[O:14])[CH2:12][CH2:11][CH2:10]1)=[O:7])([CH3:4])([CH3:3])[CH3:2]. (5) The product is: [NH2:1][C:2]1[N:10]=[C:9]([O:11][CH2:12][CH2:13][CH2:14][CH3:15])[N:8]=[C:7]2[C:3]=1[NH:4][C:5](=[O:24])[N:6]2[CH2:16][CH2:17][CH2:18][N:19]([CH2:32][C:33]1[CH:34]=[C:35]([CH2:39][C:40]([O:42][CH3:43])=[O:41])[CH:36]=[CH:37][CH:38]=1)[CH2:20][CH2:21][CH2:22][OH:23]. Given the reactants [NH2:1][C:2]1[N:10]=[C:9]([O:11][CH2:12][CH2:13][CH2:14][CH3:15])[N:8]=[C:7]2[C:3]=1[NH:4][C:5](=[O:24])[N:6]2[CH2:16][CH2:17][CH2:18][NH:19][CH2:20][CH2:21][CH2:22][OH:23].C(=O)([O-])[O-].[K+].[K+].Br[CH2:32][C:33]1[CH:34]=[C:35]([CH2:39][C:40]([O:42][CH3:43])=[O:41])[CH:36]=[CH:37][CH:38]=1.C(=O)([O-])O.[Na+], predict the reaction product. (6) The product is: [C:13]([C:12]1[N:18]([CH2:19][CH:20]2[CH2:25][CH2:24][O:23][CH2:22][CH2:21]2)[C:8]2[CH:7]=[CH:6][C:5]([NH:4][C:1](=[O:3])[CH3:2])=[CH:10][C:9]=2[N:11]=1)([CH3:16])([CH3:15])[CH3:14]. Given the reactants [C:1]([NH:4][C:5]1[CH:6]=[CH:7][C:8]([NH:18][CH2:19][CH:20]2[CH2:25][CH2:24][O:23][CH2:22][CH2:21]2)=[C:9]([NH:11][C:12](=O)[C:13]([CH3:16])([CH3:15])[CH3:14])[CH:10]=1)(=[O:3])[CH3:2], predict the reaction product. (7) Given the reactants [Cl:1][C:2]1[C:3]2[N:4]([C:8]([CH:11]3[CH2:14][C:13](=[O:15])[CH2:12]3)=[N:9][CH:10]=2)[CH:5]=[CH:6][N:7]=1.[CH3:16][Mg]Cl, predict the reaction product. The product is: [Cl:1][C:2]1[C:3]2[N:4]([C:8]([CH:11]3[CH2:12][C:13]([CH3:16])([OH:15])[CH2:14]3)=[N:9][CH:10]=2)[CH:5]=[CH:6][N:7]=1.